Task: Predict the product of the given reaction.. Dataset: Forward reaction prediction with 1.9M reactions from USPTO patents (1976-2016) (1) Given the reactants [N:1]1[CH:6]=[CH:5][CH:4]=[C:3]([O:7][C:8]2[N:13]=[CH:12][C:11]([NH2:14])=[CH:10][CH:9]=2)[CH:2]=1.[NH:15]1[C:23]2[C:18](=[CH:19][CH:20]=[CH:21][CH:22]=2)[C:17]([C:24](O)=[O:25])=[CH:16]1.C1CCC(N=C=NC2CCCCC2)CC1, predict the reaction product. The product is: [N:1]1[CH:6]=[CH:5][CH:4]=[C:3]([O:7][C:8]2[N:13]=[CH:12][C:11]([NH:14][C:24]([C:17]3[C:18]4[C:23](=[CH:22][CH:21]=[CH:20][CH:19]=4)[NH:15][CH:16]=3)=[O:25])=[CH:10][CH:9]=2)[CH:2]=1. (2) Given the reactants [O:1]1[CH2:6][CH2:5][CH2:4][CH2:3][CH:2]1[CH2:7][OH:8].F[C:10]1[CH:11]=[C:12]([CH3:19])[CH:13]=[CH:14][C:15]=1[N+:16]([O-:18])=[O:17].[CH3:20][C:21]1[CH:27]=[CH:26][C:24]([NH2:25])=[C:23]([O:28][CH2:29][CH:30]2[CH2:35][CH2:34][CH2:33][CH2:32][O:31]2)[CH:22]=1.[NH2:36][C:37]1[S:38][CH:39]=[CH:40][N:41]=1, predict the reaction product. The product is: [N+:16]([C:15]1[CH:14]=[CH:13][C:12]([CH3:19])=[CH:11][C:10]=1[O:8][CH2:7][CH:2]1[CH2:3][CH2:4][CH2:5][CH2:6][O:1]1)([O-:18])=[O:17].[CH3:20][C:21]1[CH:27]=[CH:26][C:24]([NH:25][C:7]([NH:36][C:37]2[S:38][CH:39]=[CH:40][N:41]=2)=[O:8])=[C:23]([O:28][CH2:29][CH:30]2[CH2:35][CH2:34][CH2:33][CH2:32][O:31]2)[CH:22]=1. (3) Given the reactants [CH2:1]([C:8]1[CH:13]=[CH:12][CH:11]=[CH:10][C:9]=1[NH:14][S:15]([C:18]1[CH:26]=[CH:25][C:21]([C:22]([OH:24])=O)=[CH:20][CH:19]=1)(=[O:17])=[O:16])[C:2]1[CH:7]=[CH:6][CH:5]=[CH:4][CH:3]=1.[C:27]([O:31][C:32]([N:34]1[CH2:39][CH2:38][CH:37]([CH2:40][NH:41][C:42](=[O:45])[CH2:43][NH2:44])[CH2:36][CH2:35]1)=[O:33])([CH3:30])([CH3:29])[CH3:28], predict the reaction product. The product is: [C:27]([O:31][C:32]([N:34]1[CH2:39][CH2:38][CH:37]([CH2:40][NH:41][C:42](=[O:45])[CH2:43][NH:44][C:22](=[O:24])[C:21]2[CH:25]=[CH:26][C:18]([S:15](=[O:16])(=[O:17])[NH:14][C:9]3[CH:10]=[CH:11][CH:12]=[CH:13][C:8]=3[CH2:1][C:2]3[CH:7]=[CH:6][CH:5]=[CH:4][CH:3]=3)=[CH:19][CH:20]=2)[CH2:36][CH2:35]1)=[O:33])([CH3:30])([CH3:28])[CH3:29]. (4) Given the reactants [C:1]([C:3]1[CH:8]=[CH:7][CH:6]=[CH:5][C:4]=1[C:9]1[CH:14]=[CH:13][C:12]([CH2:15][C:16]2[C:17](=[O:37])[N:18]([C@H:28]3[CH2:33][CH2:32][C@H:31]([C:34](O)=[O:35])[CH2:30][CH2:29]3)[C:19]3[N:20]([N:25]=[CH:26][N:27]=3)[C:21]=2[CH2:22][CH2:23][CH3:24])=[CH:11][CH:10]=1)#[N:2].[NH4+].O[N:40]1C2C=CC=CC=2N=N1.Cl.C(N=C=NCCCN(C)C)C.CN(C)C=O, predict the reaction product. The product is: [C:1]([C:3]1[CH:8]=[CH:7][CH:6]=[CH:5][C:4]=1[C:9]1[CH:14]=[CH:13][C:12]([CH2:15][C:16]2[C:17](=[O:37])[N:18]([C@H:28]3[CH2:33][CH2:32][C@H:31]([C:34]([NH2:40])=[O:35])[CH2:30][CH2:29]3)[C:19]3[N:20]([N:25]=[CH:26][N:27]=3)[C:21]=2[CH2:22][CH2:23][CH3:24])=[CH:11][CH:10]=1)#[N:2].